Dataset: Experimentally validated miRNA-target interactions with 360,000+ pairs, plus equal number of negative samples. Task: Binary Classification. Given a miRNA mature sequence and a target amino acid sequence, predict their likelihood of interaction. (1) The miRNA is mmu-miR-412-5p with sequence UGGUCGACCAGCUGGAAAGUAAU. The protein sequence of the target gene is MGLRKKNARNPPVLSHEFMVQNHADMVSCVGMFFVLGLMFEGTSEMSIAFLTLQHGVVVPAEGLPSGSRTLYHYGVKDLATVFFYMLVAIIIHATIQEYVLDKLSRRLQLTKGKQNKLNEAGQLSVFYIVSGIWGMIILASENCLSDPTLLWKSQPHNMMTFQMKFFYISQLAYWFHSFPELYFQKVRKQDIPGQLIYIGLHLFHIGGAYLLYLNHLGLLLLMLHYAVELLSSVCSLLYFGDERYQKGLSLWPIVFISGRLVTLIVSVVTVGLHLAGTNRNGNALSGNVNVLAAKIAVLS.... Result: 0 (no interaction). (2) The miRNA is hsa-miR-3668 with sequence AAUGUAGAGAUUGAUCAAAAU. The protein sequence of the target gene is MDIYDTQTLGVVVFGGFMVVSAIGIFLVSTFSMKETSYEEALANQRKEMAKTHHQKVEKKKKEKTVEKKGKTKKKEEKPNGKIPDHDPAPNVTVLLREPVRAPAVAVAPTPVQPPIIVAPVATVPAMPQEKLASSPKDKKKKEKKVAKVEPAVSSVVNSIQVLTSKAAILETAPKEVPMVVVPPVGAKGNTPATGTTQGKKAEGTQNQSKKAEGAPNQGRKAEGTPNQGKKTEGTPNQGKKAEGTPNQGKKAEGTPNQGKKAEGAQNQGKKVDTTPNQGKKVEGAPTQGRKAEGAQNQAK.... Result: 0 (no interaction). (3) The miRNA is mmu-let-7b-5p with sequence UGAGGUAGUAGGUUGUGUGGUU. The protein sequence of the target gene is MSIETLLEAARFLEWQAQQQQRAREEQERLRLEREREREQEQKRASNLARLAHALPVEEPRIEAPPLPLSPPAPPPAPPPPLATPAPLTVIPIPVVTNSPQSLPPPPPLPPAAQPLPLAPRQPALVSTPGLSIKEPVTLPTRPQVPTPAPLLPDAKTTVAPTGSPKPLQPLPAPILTIAPHPGVQPQLAPQQPPPPTLGTLKLAPAEEAKSSEQKKRPGGIGTREVHNKLEKNRRAHLKECFETLKRNIPNVDDKKTSNLSVLRTALRYIQSLKRKEKEYEHEMERLAREKIATQQRLAE.... Result: 1 (interaction). (4) Result: 1 (interaction). The protein sequence of the target gene is MVLESVARIVKVQLPAYLKRLPVPESITGFARLTVSEWLRLLPFLGVLALLGYLAVRPFLPKKKQQKDSLINLKIQKENPKVVNEINIEDLCLTKAAYCRCWRSKTFPACDGSHNKHNELTGDNVGPLILKKKEV. The miRNA is hsa-miR-6501-5p with sequence AGUUGCCAGGGCUGCCUUUGGU. (5) The miRNA is hsa-miR-4298 with sequence CUGGGACAGGAGGAGGAGGCAG. The protein sequence of the target gene is MAQFDTEYQRLEASYSDSPPGEEDLLVHVAEGSKSPWHHIENLDLFFSRVYNLHQKNGFTCMLIGEIFELMQFLFVVAFTTFLVSCVDYDILFANKMVNHSLHPTEPVKVTLPDAFLPAQVCSARIQENGSLITILVIAGVFWIHRLIKFIYNICCYWEIHSFYLHALRIPMSALPYCTWQEVQARIVQTQKEHQICIHKRELTELDIYHRILRFQNYMVALVNKSLLPLRFRLPGLGEAVFFTRGLKYNFELILFWGPGSLFLNEWSLKAEYKRGGQRLELAQRLSNRILWIGIANFLL.... Result: 1 (interaction). (6) The protein sequence of the target gene is MRLLVLSSLLCILLLCFSIFSTEGKRRPAKAWSGRRTRLCCHRVPSPNSTNLKGHHVRLCKPCKLEPEPRLWVVPGALPQV. The miRNA is dme-miR-iab-4-5p with sequence ACGUAUACUGAAUGUAUCCUGA. Result: 0 (no interaction). (7) The miRNA is hsa-miR-4742-3p with sequence UCUGUAUUCUCCUUUGCCUGCAG. The protein sequence of the target gene is MLFKLLQRQTYTCLSHRYGLYVCFLGVVVTIVSAFQFGEVVLEWSRDQYHVLFDSYRDNIAGKSFQNRLCLPMPIDVVYTWVNGTDLELLKELQQVREQMEEEQKAMREILGKNTTEPTKKSEKQLECLLTHCIKVPMLVLDPALPANITLKDLPSLYPSFHSASDIFNVAKPKNPSTNVSVVVFDSTKDVEDAHSGLLKGNSRQTVWRGYLTTDKEVPGLVLMQDLAFLSGFPPTFKETNQLKTKLPENLSSKVKLLQLYSEASVALLKLNNPKDFQELNKQTKKNMTIDGKELTISPA.... Result: 0 (no interaction).